From a dataset of Full USPTO retrosynthesis dataset with 1.9M reactions from patents (1976-2016). Predict the reactants needed to synthesize the given product. (1) The reactants are: [Al+3].[Cl-].[Cl-].[Cl-].[C:5](Cl)(=[O:12])[C:6]1[CH:11]=[CH:10][CH:9]=[CH:8][CH:7]=1.[C:14]1([CH3:20])[CH:19]=[CH:18][CH:17]=[CH:16][CH:15]=1. Given the product [CH3:20][C:14]1[CH:19]=[CH:18][C:17]([C:5]([C:6]2[CH:11]=[CH:10][CH:9]=[CH:8][CH:7]=2)=[O:12])=[CH:16][CH:15]=1, predict the reactants needed to synthesize it. (2) Given the product [CH3:42][O:41][C:35]1[CH:34]=[C:33]([CH:38]=[CH:37][C:36]=1[O:39][CH3:40])[C:32]([NH:31][C:28]1[CH:27]=[CH:26][C:25]([C:22]([CH3:24])([CH3:23])[CH2:21][NH:20][C:15]([C:3]2[CH:4]=[C:5]3[CH:10]=[CH:11][NH:8][C:6]3=[N:7][CH:2]=2)=[O:16])=[CH:30][CH:29]=1)=[O:43], predict the reactants needed to synthesize it. The reactants are: F[C:2]1[N:7]=[C:6]2[NH:8]N=[C:10]([C:11](O)=O)[C:5]2=[CH:4][CH:3]=1.C(Cl)(=O)[C:15](Cl)=[O:16].[NH2:20][CH2:21][C:22]([C:25]1[CH:30]=[CH:29][C:28]([NH:31][C:32](=[O:43])[C:33]2[CH:38]=[CH:37][C:36]([O:39][CH3:40])=[C:35]([O:41][CH3:42])[CH:34]=2)=[CH:27][CH:26]=1)([CH3:24])[CH3:23]. (3) Given the product [Cl:1][C:2]1[CH:7]=[CH:6][C:5]([O:8][C:9](=[O:24])[N:10]([CH2:12][CH2:13][C@H:14]2[CH2:19][CH2:18][C@H:17](/[CH:20]=[CH:21]/[CH2:22][N:28]([CH2:25][CH:26]=[CH2:27])[CH3:29])[CH2:16][CH2:15]2)[CH3:11])=[CH:4][CH:3]=1, predict the reactants needed to synthesize it. The reactants are: [Cl:1][C:2]1[CH:7]=[CH:6][C:5]([O:8][C:9](=[O:24])[N:10]([CH2:12][CH2:13][C@H:14]2[CH2:19][CH2:18][C@H:17](/[CH:20]=[CH:21]/[CH2:22]Cl)[CH2:16][CH2:15]2)[CH3:11])=[CH:4][CH:3]=1.[CH2:25]([NH:28][CH3:29])[CH:26]=[CH2:27]. (4) The reactants are: Br[CH2:2][C:3]1([NH:6][C:7]([NH:9][C@@:10]([C:25]2[CH:30]=[C:29]([O:31][C:32]([F:37])([F:36])[CH:33]([F:35])[F:34])[CH:28]=[C:27]([F:38])[CH:26]=2)([C:18]2[CH:23]=[CH:22][C:21]([F:24])=[CH:20][CH:19]=2)[CH2:11][C:12]2[CH:17]=[CH:16][CH:15]=[CH:14][CH:13]=2)=[O:8])[CH2:5][CH2:4]1.[C-:39]#[N:40].[Na+]. Given the product [C:39]([CH2:2][C:3]1([NH:6][C:7]([NH:9][C@@:10]([C:25]2[CH:30]=[C:29]([O:31][C:32]([F:37])([F:36])[CH:33]([F:35])[F:34])[CH:28]=[C:27]([F:38])[CH:26]=2)([C:18]2[CH:23]=[CH:22][C:21]([F:24])=[CH:20][CH:19]=2)[CH2:11][C:12]2[CH:17]=[CH:16][CH:15]=[CH:14][CH:13]=2)=[O:8])[CH2:5][CH2:4]1)#[N:40], predict the reactants needed to synthesize it. (5) Given the product [OH:38][C:2]1[CH:3]=[C:4]2[C:10]([C:11]3[CH:12]=[C:13]([NH:17][CH:18]([CH:27]([CH3:29])[CH3:28])[C:19]([NH:21][CH2:22][C:23]([F:26])([F:25])[F:24])=[O:20])[CH:14]=[N:15][CH:16]=3)=[CH:9][N:8]([CH2:30][O:31][CH2:32][CH2:33][Si:34]([CH3:37])([CH3:36])[CH3:35])[C:5]2=[N:6][CH:7]=1, predict the reactants needed to synthesize it. The reactants are: Cl[C:2]1[CH:3]=[C:4]2[C:10]([C:11]3[CH:12]=[C:13]([NH:17][CH:18]([CH:27]([CH3:29])[CH3:28])[C:19]([NH:21][CH2:22][C:23]([F:26])([F:25])[F:24])=[O:20])[CH:14]=[N:15][CH:16]=3)=[CH:9][N:8]([CH2:30][O:31][CH2:32][CH2:33][Si:34]([CH3:37])([CH3:36])[CH3:35])[C:5]2=[N:6][CH:7]=1.[OH-:38].[K+].